Dataset: Full USPTO retrosynthesis dataset with 1.9M reactions from patents (1976-2016). Task: Predict the reactants needed to synthesize the given product. (1) The reactants are: I([O-])(=O)(=O)=O.[Na+].[CH2:7]([C:10]1[CH:28]=[CH:27][C:13]([O:14][CH:15]=[C:16]2[CH:25]=[CH:24][C:23]3[C:18](=[CH:19][CH:20]=[C:21]([F:26])[CH:22]=3)[NH:17]2)=[CH:12][C:11]=1[C:29]1(C2C=CC=CC=2)[CH2:33][CH2:32][CH2:31][CH2:30]1)[CH:8]=C.[OH2:40].C(Cl)(Cl)(Cl)Cl.[OH2:46].[C:47](#N)[CH3:48]. Given the product [F:26][C:21]1[CH:22]=[C:23]2[C:18](=[CH:19][CH:20]=1)[N:17]=[C:16]([CH2:15][O:14][C:13]1[CH:27]=[CH:28][C:10]([CH2:7][C:8]([OH:46])=[O:40])=[C:11]([C:29]3([C:48]4[CH:47]=[CH:11][CH:10]=[CH:7][CH:8]=4)[CH2:33][CH2:32][CH2:31][CH2:30]3)[CH:12]=1)[CH:25]=[CH:24]2, predict the reactants needed to synthesize it. (2) Given the product [C:1]([O:4][CH:5]([C:7]([F:10])([F:9])[F:8])[CH2:6][Si:12]([Cl:14])([Cl:13])[Cl:11])(=[O:3])[CH3:2], predict the reactants needed to synthesize it. The reactants are: [C:1]([O:4][C:5]([C:7]([F:10])([F:9])[F:8])=[CH2:6])(=[O:3])[CH3:2].[Cl:11][SiH:12]([Cl:14])[Cl:13].CCCCCCC. (3) Given the product [Br:1][C:2]1[CH:3]=[C:4]([CH:11]=[O:12])[CH:5]=[C:6]2[C:10]=1[NH:9][CH:8]=[CH:7]2, predict the reactants needed to synthesize it. The reactants are: [Br:1][C:2]1[CH:3]=[C:4]([CH2:11][OH:12])[CH:5]=[C:6]2[C:10]=1[NH:9][CH:8]=[CH:7]2.I(C1C=CC=CC=1C(O)=O)(=O)=O. (4) The reactants are: [F:1][C:2]1([CH2:11][CH2:12][CH:13]2[C:21]3[C:16](=[CH:17][CH:18]=[CH:19][C:20]=3[F:22])[C:15]3=[CH:23][N:24]=[CH:25][N:14]23)[CH2:7][CH2:6][CH:5]([C:8](O)=[O:9])[CH2:4][CH2:3]1.O[N:27]1C(=O)CCC1=O.C1CCC(N=C=NC2CCCCC2)CC1.N.CO. Given the product [F:1][C:2]1([CH2:11][CH2:12][CH:13]2[C:21]3[C:16](=[CH:17][CH:18]=[CH:19][C:20]=3[F:22])[C:15]3=[CH:23][N:24]=[CH:25][N:14]23)[CH2:7][CH2:6][CH:5]([C:8]([NH2:27])=[O:9])[CH2:4][CH2:3]1, predict the reactants needed to synthesize it. (5) Given the product [CH2:1]([O:3][C:4]1[CH:5]=[CH:6][C:7]([NH:10][C:11]([C:13]2[C:14]([NH:19][C:30]3[CH:35]=[CH:34][CH:33]=[CH:32][CH:31]=3)=[N:15][CH:16]=[CH:17][CH:18]=2)=[O:12])=[CH:8][CH:9]=1)[CH3:2], predict the reactants needed to synthesize it. The reactants are: [CH2:1]([O:3][C:4]1[CH:9]=[CH:8][C:7]([NH:10][C:11]([C:13]2[C:14]([NH:19]CCC3C=CC=CC=3)=[N:15][CH:16]=[CH:17][CH:18]=2)=[O:12])=[CH:6][CH:5]=1)[CH3:2].C(N)C[C:30]1[CH:35]=[CH:34][CH:33]=[CH:32][CH:31]=1.NC1C=CC=CC=1.